From a dataset of Reaction yield outcomes from USPTO patents with 853,638 reactions. Predict the reaction yield, written as a fraction of the theoretical maximum amount of product (1.0 means a 100% yield; for example, 0.34 means a 34% yield). The reactants are Cl[CH:2]([C:9]1[CH:14]=[CH:13][CH:12]=[C:11]([C:15]([F:18])([F:17])[F:16])[CH:10]=1)[C:3](=O)[C:4]([O:6][CH3:7])=[O:5].[NH2:19][C:20]([NH2:22])=[S:21]. The catalyst is CCO. The product is [NH2:22][C:20]1[S:21][C:2]([C:9]2[CH:14]=[CH:13][CH:12]=[C:11]([C:15]([F:18])([F:17])[F:16])[CH:10]=2)=[C:3]([C:4]([O:6][CH3:7])=[O:5])[N:19]=1. The yield is 0.920.